Dataset: NCI-60 drug combinations with 297,098 pairs across 59 cell lines. Task: Regression. Given two drug SMILES strings and cell line genomic features, predict the synergy score measuring deviation from expected non-interaction effect. (1) Drug 1: C1CCN(CC1)CCOC2=CC=C(C=C2)C(=O)C3=C(SC4=C3C=CC(=C4)O)C5=CC=C(C=C5)O. Drug 2: CN(CCCl)CCCl.Cl. Cell line: BT-549. Synergy scores: CSS=7.25, Synergy_ZIP=-3.93, Synergy_Bliss=2.80, Synergy_Loewe=-0.0152, Synergy_HSA=0.329. (2) Drug 1: C1=CC(=C2C(=C1NCCNCCO)C(=O)C3=C(C=CC(=C3C2=O)O)O)NCCNCCO. Drug 2: CC1CCCC2(C(O2)CC(NC(=O)CC(C(C(=O)C(C1O)C)(C)C)O)C(=CC3=CSC(=N3)C)C)C. Cell line: NCIH23. Synergy scores: CSS=60.3, Synergy_ZIP=0.801, Synergy_Bliss=2.52, Synergy_Loewe=1.71, Synergy_HSA=2.08. (3) Drug 1: CC1=C(C(CCC1)(C)C)C=CC(=CC=CC(=CC(=O)O)C)C. Drug 2: CN1C(=O)N2C=NC(=C2N=N1)C(=O)N. Cell line: HCT116. Synergy scores: CSS=-4.09, Synergy_ZIP=10.4, Synergy_Bliss=16.3, Synergy_Loewe=5.36, Synergy_HSA=-0.650. (4) Drug 2: CCC(=C(C1=CC=CC=C1)C2=CC=C(C=C2)OCCN(C)C)C3=CC=CC=C3.C(C(=O)O)C(CC(=O)O)(C(=O)O)O. Synergy scores: CSS=-1.78, Synergy_ZIP=4.06, Synergy_Bliss=7.64, Synergy_Loewe=0.562, Synergy_HSA=1.42. Cell line: SK-MEL-5. Drug 1: CS(=O)(=O)C1=CC(=C(C=C1)C(=O)NC2=CC(=C(C=C2)Cl)C3=CC=CC=N3)Cl. (5) Drug 1: CC1=C2C(C(=O)C3(C(CC4C(C3C(C(C2(C)C)(CC1OC(=O)C(C(C5=CC=CC=C5)NC(=O)C6=CC=CC=C6)O)O)OC(=O)C7=CC=CC=C7)(CO4)OC(=O)C)O)C)OC(=O)C. Drug 2: C1CN(P(=O)(OC1)NCCCl)CCCl. Cell line: HS 578T. Synergy scores: CSS=48.2, Synergy_ZIP=3.93, Synergy_Bliss=5.34, Synergy_Loewe=-55.4, Synergy_HSA=1.43. (6) Drug 1: C1=C(C(=O)NC(=O)N1)N(CCCl)CCCl. Drug 2: C1CCC(C(C1)N)N.C(=O)(C(=O)[O-])[O-].[Pt+4]. Cell line: UO-31. Synergy scores: CSS=16.4, Synergy_ZIP=-7.83, Synergy_Bliss=-6.49, Synergy_Loewe=-3.34, Synergy_HSA=-3.04. (7) Drug 1: COC1=CC(=CC(=C1O)OC)C2C3C(COC3=O)C(C4=CC5=C(C=C24)OCO5)OC6C(C(C7C(O6)COC(O7)C8=CC=CS8)O)O. Drug 2: CCCCCOC(=O)NC1=NC(=O)N(C=C1F)C2C(C(C(O2)C)O)O. Cell line: LOX IMVI. Synergy scores: CSS=36.0, Synergy_ZIP=-1.18, Synergy_Bliss=-1.46, Synergy_Loewe=-31.8, Synergy_HSA=0.997. (8) Drug 1: CC=C1C(=O)NC(C(=O)OC2CC(=O)NC(C(=O)NC(CSSCCC=C2)C(=O)N1)C(C)C)C(C)C. Drug 2: CS(=O)(=O)CCNCC1=CC=C(O1)C2=CC3=C(C=C2)N=CN=C3NC4=CC(=C(C=C4)OCC5=CC(=CC=C5)F)Cl. Cell line: MOLT-4. Synergy scores: CSS=32.3, Synergy_ZIP=-1.16, Synergy_Bliss=-3.88, Synergy_Loewe=-13.6, Synergy_HSA=-3.13.